Dataset: Forward reaction prediction with 1.9M reactions from USPTO patents (1976-2016). Task: Predict the product of the given reaction. (1) Given the reactants [CH2:1]1[CH:5]2[CH2:6][NH:7][CH2:8][CH:4]2[CH2:3][N:2]1[C:9]([O:11][C:12]([CH3:15])([CH3:14])[CH3:13])=[O:10].Cl[C:17]1[CH:18]=[CH:19][C:20]2[N:21]([C:23]([C:26]([F:29])([F:28])[F:27])=[N:24][N:25]=2)[N:22]=1.C(N(C(C)C)CC)(C)C, predict the reaction product. The product is: [F:28][C:26]([F:27])([F:29])[C:23]1[N:21]2[N:22]=[C:17]([N:7]3[CH2:6][CH:5]4[CH2:1][N:2]([C:9]([O:11][C:12]([CH3:15])([CH3:14])[CH3:13])=[O:10])[CH2:3][CH:4]4[CH2:8]3)[CH:18]=[CH:19][C:20]2=[N:25][N:24]=1. (2) Given the reactants [CH:1]1([CH2:7][NH2:8])[CH2:6][CH2:5][CH2:4][CH2:3][CH2:2]1.F[C:10]1[CH:15]=[CH:14][C:13]([NH:16][S:17]([C:20]2[CH:25]=[CH:24][CH:23]=[CH:22][CH:21]=2)(=[O:19])=[O:18])=[CH:12][C:11]=1[N+:26]([O-:28])=[O:27], predict the reaction product. The product is: [CH:1]1([CH2:7][NH:8][C:10]2[CH:15]=[CH:14][C:13]([NH:16][S:17]([C:20]3[CH:25]=[CH:24][CH:23]=[CH:22][CH:21]=3)(=[O:19])=[O:18])=[CH:12][C:11]=2[N+:26]([O-:28])=[O:27])[CH2:6][CH2:5][CH2:4][CH2:3][CH2:2]1. (3) Given the reactants [C:1]([O:4][NH:5][C:6]([C:8]1[O:12][C:11]([C:13]2[O:14][C:15]([C:18]3[CH:23]=[CH:22][C:21]([C:24](=[NH:30])[NH:25]OC(=O)C)=[CH:20][CH:19]=3)=[CH:16][CH:17]=2)=[CH:10][CH:9]=1)=[NH:7])(=[O:3])[CH3:2].C(O)C, predict the reaction product. The product is: [C:1]([OH:4])(=[O:3])[CH3:2].[C:24]([C:21]1[CH:20]=[CH:19][C:18]([C:15]2[O:14][C:13]([C:11]3[O:12][C:8]([C:6]([NH2:7])=[NH:5])=[CH:9][CH:10]=3)=[CH:17][CH:16]=2)=[CH:23][CH:22]=1)(=[NH:25])[NH2:30].